This data is from Full USPTO retrosynthesis dataset with 1.9M reactions from patents (1976-2016). The task is: Predict the reactants needed to synthesize the given product. (1) The reactants are: [NH2:1][C:2]1[CH:7]=[CH:6][N:5]([CH:8]2[O:12][CH:11]([CH2:13][OH:14])[CH:10]([O:15][C:16](=[O:29])[CH:17]([NH:21]C(OC(C)(C)C)=O)[CH:18]([CH3:20])[CH3:19])[C:9]2([OH:31])[CH3:30])[C:4](=[O:32])[N:3]=1.[ClH:33]. Given the product [ClH:33].[ClH:33].[NH2:1][C:2]1[CH:7]=[CH:6][N:5]([CH:8]2[O:12][CH:11]([CH2:13][OH:14])[CH:10]([O:15][C:16](=[O:29])[CH:17]([NH2:21])[CH:18]([CH3:20])[CH3:19])[C:9]2([OH:31])[CH3:30])[C:4](=[O:32])[N:3]=1, predict the reactants needed to synthesize it. (2) Given the product [OH:22][NH:21][C:20]([CH2:19][CH2:18][C:15]1[CH:16]=[CH:17][C:12]([C:9]2[CH:10]=[CH:11][C:6]([CH2:5][CH:4]([NH:30][S:31]([C:34]3[CH:35]=[CH:36][C:37]([CH3:40])=[CH:38][CH:39]=3)(=[O:33])=[O:32])[C:3]([N:2]([CH3:42])[CH3:1])=[O:41])=[CH:7][CH:8]=2)=[CH:13][CH:14]=1)=[O:29], predict the reactants needed to synthesize it. The reactants are: [CH3:1][N:2]([CH3:42])[C:3](=[O:41])[CH:4]([NH:30][S:31]([C:34]1[CH:39]=[CH:38][C:37]([CH3:40])=[CH:36][CH:35]=1)(=[O:33])=[O:32])[CH2:5][C:6]1[CH:11]=[CH:10][C:9]([C:12]2[CH:17]=[CH:16][C:15]([CH2:18][CH2:19][C:20](=[O:29])[NH:21][O:22]C3C=CC=CC=3)=[CH:14][CH:13]=2)=[CH:8][CH:7]=1.[H][H]. (3) Given the product [CH2:17]([O:19][P:20]([CH2:2][C:3]1[CH:16]=[CH:15][CH:14]=[C:5]([O:6][C:7]2[CH:12]=[C:11]([CH3:13])[CH:10]=[CH:9][N:8]=2)[CH:4]=1)(=[O:24])[O:21][CH2:22][CH3:23])[CH3:18], predict the reactants needed to synthesize it. The reactants are: Cl[CH2:2][C:3]1[CH:4]=[C:5]([CH:14]=[CH:15][CH:16]=1)[O:6][C:7]1[CH:12]=[C:11]([CH3:13])[CH:10]=[CH:9][N:8]=1.[CH2:17]([O:19][P:20]([O:24]CC)[O:21][CH2:22][CH3:23])[CH3:18].O.